From a dataset of HIV replication inhibition screening data with 41,000+ compounds from the AIDS Antiviral Screen. Binary Classification. Given a drug SMILES string, predict its activity (active/inactive) in a high-throughput screening assay against a specified biological target. (1) The compound is CCOC(=O)C(Sc1ccccc1)c1c(OC)cc(=O)oc1C=[N+]([O-])c1ccc(N(C)C)cc1. The result is 0 (inactive). (2) The molecule is CC(C)(C)C(=O)Oc1ccc(C=CC(=O)c2ccc(OC(=O)C(C)(C)C)cc2)cc1. The result is 0 (inactive). (3) The result is 0 (inactive). The drug is NNS(=O)(=O)c1ccc(OCC(=O)O)cc1. (4) The molecule is O=S(=O)(O)CC(O)CN(CCO)CCO. The result is 0 (inactive). (5) The drug is CC(=O)Nc1ccc(-c2nnc(SCC(=O)Nc3cccc(C)c3)o2)cc1. The result is 0 (inactive).